Dataset: Catalyst prediction with 721,799 reactions and 888 catalyst types from USPTO. Task: Predict which catalyst facilitates the given reaction. (1) Reactant: [O:1]1[C:6]2([CH2:11][CH2:10][NH:9][CH2:8][CH2:7]2)[O:5][CH2:4][CH2:3][CH2:2]1.C(N(CC)CC)C.Cl[C:20]([O:22][CH2:23][C:24]1[CH:29]=[CH:28][CH:27]=[CH:26][CH:25]=1)=[O:21]. Product: [O:1]1[C:6]2([CH2:11][CH2:10][N:9]([C:20]([O:22][CH2:23][C:24]3[CH:29]=[CH:28][CH:27]=[CH:26][CH:25]=3)=[O:21])[CH2:8][CH2:7]2)[O:5][CH2:4][CH2:3][CH2:2]1. The catalyst class is: 49. (2) Reactant: P(Cl)(Cl)([Cl:3])=O.[CH3:6][C:7]1[N:12]=[C:11]([C:13]2[NH:22][C:21](=O)[C:20]3[C:15](=[CH:16][CH:17]=[CH:18][CH:19]=3)[N:14]=2)[CH:10]=[CH:9][CH:8]=1.CN(C)C1C=CC=CC=1. Product: [Cl:3][C:21]1[C:20]2[C:15](=[CH:16][CH:17]=[CH:18][CH:19]=2)[N:14]=[C:13]([C:11]2[CH:10]=[CH:9][CH:8]=[C:7]([CH3:6])[N:12]=2)[N:22]=1. The catalyst class is: 48. (3) Reactant: [N:1]1[N:5]2[CH2:6][CH2:7][CH2:8][N:9]([C:11]([O:13][CH2:14][C:15]3[CH:20]=[C:19]([C:21]([F:24])([F:23])[F:22])[CH:18]=[C:17]([Cl:25])[CH:16]=3)=[O:12])[CH2:10][C:4]2=[CH:3][C:2]=1[C:26](OCC)=[O:27].[BH4-].[Li+]. Product: [OH:27][CH2:26][C:2]1[CH:3]=[C:4]2[CH2:10][N:9]([C:11]([O:13][CH2:14][C:15]3[CH:20]=[C:19]([C:21]([F:22])([F:24])[F:23])[CH:18]=[C:17]([Cl:25])[CH:16]=3)=[O:12])[CH2:8][CH2:7][CH2:6][N:5]2[N:1]=1. The catalyst class is: 1. (4) Reactant: Br[C:2]1[C:10]2[C:5](=[CH:6][CH:7]=[CH:8][CH:9]=2)[N:4]([CH2:11][C:12]2[CH:13]=[C:14]([C:18]3[CH:23]=[CH:22][C:21]([C:24]([O:26][CH3:27])=[O:25])=[CH:20][CH:19]=3)[CH:15]=[CH:16][CH:17]=2)[C:3]=1[C:28]([O:30][CH2:31][CH3:32])=[O:29].[C:33]([C:37]1[CH:42]=[CH:41][C:40](B(O)O)=[CH:39][CH:38]=1)([CH3:36])([CH3:35])[CH3:34].C([O-])([O-])=O.[Na+].[Na+].CCOC(C)=O. The catalyst class is: 104. Product: [C:33]([C:37]1[CH:42]=[CH:41][C:40]([C:2]2[C:10]3[C:5](=[CH:6][CH:7]=[CH:8][CH:9]=3)[N:4]([CH2:11][C:12]3[CH:13]=[C:14]([C:18]4[CH:23]=[CH:22][C:21]([C:24]([O:26][CH3:27])=[O:25])=[CH:20][CH:19]=4)[CH:15]=[CH:16][CH:17]=3)[C:3]=2[C:28]([O:30][CH2:31][CH3:32])=[O:29])=[CH:39][CH:38]=1)([CH3:36])([CH3:35])[CH3:34]. (5) Reactant: F[C:2]1[CH:7]=[CH:6][C:5]([N+:8]([O-:10])=[O:9])=[CH:4][CH:3]=1.[CH2:11]([O:13][C:14]([CH:16]1[CH2:20][CH:19]([OH:21])[CH2:18][NH:17]1)=[O:15])[CH3:12].C(=O)(O)[O-].[Na+].O. Product: [CH2:11]([O:13][C:14]([CH:16]1[CH2:20][CH:19]([OH:21])[CH2:18][N:17]1[C:2]1[CH:7]=[CH:6][C:5]([N+:8]([O-:10])=[O:9])=[CH:4][CH:3]=1)=[O:15])[CH3:12]. The catalyst class is: 39.